This data is from Reaction yield outcomes from USPTO patents with 853,638 reactions. The task is: Predict the reaction yield, written as a fraction of the theoretical maximum amount of product (1.0 means a 100% yield; for example, 0.34 means a 34% yield). The reactants are [CH2:1]([N:3]1[CH:7]=[C:6]([C:8]2[CH:13]=[C:12]([O:14][C:15]3[CH:16]=[CH:17][C:18]([C:22]4[C:23]([O:32]C)=[N:24][C:25]([NH:28][CH:29]([CH3:31])[CH3:30])=[N:26][CH:27]=4)=[N:19][C:20]=3[CH3:21])[CH:11]=[CH:10][N:9]=2)[CH:5]=[N:4]1)[CH3:2].Br. The catalyst is CC(O)=O. The yield is 0.731. The product is [CH2:1]([N:3]1[CH:7]=[C:6]([C:8]2[CH:13]=[C:12]([O:14][C:15]3[CH:16]=[CH:17][C:18]([C:22]4[C:23](=[O:32])[NH:24][C:25]([NH:28][CH:29]([CH3:31])[CH3:30])=[N:26][CH:27]=4)=[N:19][C:20]=3[CH3:21])[CH:11]=[CH:10][N:9]=2)[CH:5]=[N:4]1)[CH3:2].